From a dataset of Full USPTO retrosynthesis dataset with 1.9M reactions from patents (1976-2016). Predict the reactants needed to synthesize the given product. Given the product [C:1]([OH:8])(=[O:7])/[CH:2]=[CH:3]\[C:4]([OH:6])=[O:5].[S:9]1[CH:13]=[CH:12][C:11]2[C:14]([N:18]3[CH2:19][CH2:20][N:21]([CH2:24][CH2:25][CH2:26][O:27][C:28]4[CH:37]=[C:36]5[C:31]([CH2:32][CH2:33][N:34]([CH3:39])[C:35]5=[O:38])=[CH:30][CH:29]=4)[CH2:22][CH2:23]3)=[CH:15][CH:16]=[CH:17][C:10]1=2, predict the reactants needed to synthesize it. The reactants are: [C:1]([OH:8])(=[O:7])/[CH:2]=[CH:3]\[C:4]([OH:6])=[O:5].[S:9]1[CH:13]=[CH:12][C:11]2[C:14]([N:18]3[CH2:23][CH2:22][N:21]([CH2:24][CH2:25][CH2:26][O:27][C:28]4[CH:37]=[C:36]5[C:31]([CH2:32][CH2:33][N:34]([CH3:39])[C:35]5=[O:38])=[CH:30][CH:29]=4)[CH2:20][CH2:19]3)=[CH:15][CH:16]=[CH:17][C:10]1=2.